This data is from Catalyst prediction with 721,799 reactions and 888 catalyst types from USPTO. The task is: Predict which catalyst facilitates the given reaction. (1) Product: [C:43]([O:47][C:48](=[O:50])[CH2:49][C:52]1[C:61]2[C:56](=[CH:57][CH:58]=[CH:59][CH:60]=2)[CH:55]=[C:54]([Cl:62])[N:53]=1)([CH3:46])([CH3:45])[CH3:44]. Reactant: C[Si](C)(C)N[Si](C)(C)C.[Li]CCCC.C1(P(C2CCCCC2)C2C=CC=CC=2C2C=CC=CC=2N(C)C)CCCCC1.[C:43]([O:47][C:48](=[O:50])[CH3:49])([CH3:46])([CH3:45])[CH3:44].Cl[C:52]1[C:61]2[C:56](=[CH:57][CH:58]=[CH:59][CH:60]=2)[CH:55]=[C:54]([Cl:62])[N:53]=1. The catalyst class is: 101. (2) Reactant: [I:1][C:2]1[N:6]([CH3:7])[N:5]=[C:4]([NH2:8])[CH:3]=1.C1(C)C=CC(S(O)(=O)=O)=CC=1.[Cl:20][C:21]1[C:22](=O)[O:23][C:24](=[O:27])[C:25]=1[CH3:26]. Product: [Cl:20][C:21]1[C:22](=[O:23])[N:8]([C:4]2[CH:3]=[C:2]([I:1])[N:6]([CH3:7])[N:5]=2)[C:24](=[O:27])[C:25]=1[CH3:26]. The catalyst class is: 11. (3) Reactant: OS(C(F)(F)F)(=O)=O.[C:9](=[NH:32])([O:11][CH2:12][CH2:13][C:14]1[CH:19]=[CH:18][C:17]([O:20][C:21]2[CH:26]=[CH:25][C:24]([Cl:27])=[C:23]([C:28]([F:31])([F:30])[F:29])[CH:22]=2)=[CH:16][CH:15]=1)[NH2:10].[CH:33]([CH:35]([CH2:41][C:42]1[CH:47]=[CH:46][CH:45]=[CH:44][CH:43]=1)[C:36](OCC)=O)=[O:34].C([O-])([O-])=O.[K+].[K+]. Product: [Cl:27][C:24]1[CH:25]=[CH:26][C:21]([O:20][C:17]2[CH:16]=[CH:15][C:14]([CH2:13][CH2:12][O:11][C:9]3[NH:10][CH:36]=[C:35]([CH2:41][C:42]4[CH:47]=[CH:46][CH:45]=[CH:44][CH:43]=4)[C:33](=[O:34])[N:32]=3)=[CH:19][CH:18]=2)=[CH:22][C:23]=1[C:28]([F:31])([F:30])[F:29]. The catalyst class is: 44.